Dataset: Forward reaction prediction with 1.9M reactions from USPTO patents (1976-2016). Task: Predict the product of the given reaction. (1) Given the reactants [S:1]1[C:8]2[CH:7]=[C:6]([C:9]([O:11][CH3:12])=[O:10])[NH:5][C:4]=2[CH:3]=[CH:2]1.[H-].[Na+].[CH3:15][Si:16]([CH2:19][CH2:20][O:21][CH2:22]Cl)([CH3:18])[CH3:17], predict the reaction product. The product is: [CH3:15][Si:16]([CH3:18])([CH3:17])[CH2:19][CH2:20][O:21][CH2:22][N:5]1[C:6]([C:9]([O:11][CH3:12])=[O:10])=[CH:7][C:8]2[S:1][CH:2]=[CH:3][C:4]1=2. (2) Given the reactants [Li][CH2:2][CH2:3][CH2:4][CH3:5].[C:6]1([PH2:12])[CH:11]=[CH:10][CH:9]=[CH:8][CH:7]=1.[CH2:13]1COC[CH2:14]1, predict the reaction product. The product is: [CH3:5][C@@H:4]1[CH2:3][CH2:2][C@@H:13]([CH3:14])[P:12]1[C:6]1[CH:11]=[CH:10][CH:9]=[CH:8][CH:7]=1. (3) Given the reactants [CH3:1][C@@H:2]1[O:7][C@H:6]([CH3:8])[CH2:5][N:4]([C:9]2[C:16]([F:17])=[CH:15][C:14]([C:18]#[CH:19])=[CH:13][C:10]=2[CH:11]=[O:12])[CH2:3]1.Br[C:21]1[S:25][CH:24]=[N:23][CH:22]=1, predict the reaction product. The product is: [CH3:1][C@H:2]1[O:7][C@@H:6]([CH3:8])[CH2:5][N:4]([C:9]2[C:16]([F:17])=[CH:15][C:14]([C:18]#[C:19][C:21]3[S:25][CH:24]=[N:23][CH:22]=3)=[CH:13][C:10]=2[CH:11]=[O:12])[CH2:3]1. (4) The product is: [Cl:8][C:4]1[CH:5]=[CH:6][CH:7]=[C:2]([Cl:1])[C:3]=1[C:9]1[N:10]([OH:30])[C:11]([C:22]2[CH:27]=[CH:26][N:25]=[C:24]([S:28]([CH3:29])=[O:39])[N:23]=2)=[C:12]([C:14]2[CH:19]=[CH:18][CH:17]=[C:16]([S:20][CH3:21])[CH:15]=2)[N:13]=1. Given the reactants [Cl:1][C:2]1[CH:7]=[CH:6][CH:5]=[C:4]([Cl:8])[C:3]=1[C:9]1[N:10]([OH:30])[C:11]([C:22]2[CH:27]=[CH:26][N:25]=[C:24]([S:28][CH3:29])[N:23]=2)=[C:12]([C:14]2[CH:19]=[CH:18][CH:17]=[C:16]([S:20][CH3:21])[CH:15]=2)[N:13]=1.ClC1C=CC=C(C(OO)=[O:39])C=1, predict the reaction product. (5) Given the reactants [I:1]I.[OH-].[K+].[NH:5]1[C:13]2[C:8](=[CH:9][CH:10]=[C:11]([C:14]([O:16][CH2:17][CH3:18])=[O:15])[CH:12]=2)[CH:7]=[N:6]1.O.[Cl-].[NH4+], predict the reaction product. The product is: [I:1][C:7]1[C:8]2[C:13](=[CH:12][C:11]([C:14]([O:16][CH2:17][CH3:18])=[O:15])=[CH:10][CH:9]=2)[NH:5][N:6]=1. (6) Given the reactants Br[CH2:2][C:3]1[NH:8][C:7]([C:9]2[S:10][CH:11]=[N:12][N:13]=2)=[N:6][CH:5]([C:14]2[CH:19]=[CH:18][C:17]([F:20])=[CH:16][C:15]=2[F:21])[C:4]=1[C:22]([O:24][CH2:25][CH3:26])=[O:23].[NH:27]1[CH2:32][CH2:31][O:30][CH2:29][CH:28]1[C:33]([OH:35])=[O:34], predict the reaction product. The product is: [F:21][C:15]1[CH:16]=[C:17]([F:20])[CH:18]=[CH:19][C:14]=1[CH:5]1[N:6]=[C:7]([C:9]2[S:10][CH:11]=[N:12][N:13]=2)[NH:8][C:3]([CH2:2][N:27]2[CH2:32][CH2:31][O:30][CH2:29][CH:28]2[C:33]([OH:35])=[O:34])=[C:4]1[C:22]([O:24][CH2:25][CH3:26])=[O:23].